Dataset: NCI-60 drug combinations with 297,098 pairs across 59 cell lines. Task: Regression. Given two drug SMILES strings and cell line genomic features, predict the synergy score measuring deviation from expected non-interaction effect. Drug 1: C(=O)(N)NO. Drug 2: C(CN)CNCCSP(=O)(O)O. Cell line: 786-0. Synergy scores: CSS=0.170, Synergy_ZIP=0.504, Synergy_Bliss=-0.202, Synergy_Loewe=0.623, Synergy_HSA=-1.00.